Dataset: Catalyst prediction with 721,799 reactions and 888 catalyst types from USPTO. Task: Predict which catalyst facilitates the given reaction. (1) Reactant: [Cl:1][C:2]1[CH:7]=[CH:6][C:5]([CH:8]2[CH:12]([C:13]3[CH:18]=[CH:17][C:16]([Cl:19])=[CH:15][CH:14]=3)[N:11]([C:20]([N:22]3[CH2:27][CH2:26][N:25]([CH2:28][CH2:29][OH:30])[CH2:24][CH2:23]3)=[O:21])[C:10]([C:31]3[CH:36]=[CH:35][C:34]([O:37][CH3:38])=[CH:33][C:32]=3[O:39][CH:40]([CH3:42])[CH3:41])=[N:9]2)=[CH:4][CH:3]=1. Product: [ClH:1].[Cl:1][C:2]1[CH:3]=[CH:4][C:5]([CH:8]2[CH:12]([C:13]3[CH:18]=[CH:17][C:16]([Cl:19])=[CH:15][CH:14]=3)[N:11]([C:20]([N:22]3[CH2:27][CH2:26][N:25]([CH2:28][CH2:29][OH:30])[CH2:24][CH2:23]3)=[O:21])[C:10]([C:31]3[CH:36]=[CH:35][C:34]([O:37][CH3:38])=[CH:33][C:32]=3[O:39][CH:40]([CH3:42])[CH3:41])=[N:9]2)=[CH:6][CH:7]=1. The catalyst class is: 33. (2) Reactant: [F:1][C:2]1[CH:3]=[C:4]2[C:9](=[CH:10][C:11]=1[F:12])[NH:8][C:7]1[N:13]([C:17]3[CH:22]=[CH:21][CH:20]=[CH:19][N:18]=3)[N:14]=[C:15]([CH3:16])[C:6]=1[C:5]2=[O:23]. Product: [OH2:23].[F:1][C:2]1[CH:3]=[C:4]2[C:9](=[CH:10][C:11]=1[F:12])[NH:8][C:7]1[N:13]([C:17]3[CH:22]=[CH:21][CH:20]=[CH:19][N:18]=3)[N:14]=[C:15]([CH3:16])[C:6]=1[C:5]2=[O:23]. The catalyst class is: 40. (3) Reactant: [O:1]1[CH2:6][CH2:5][CH2:4][CH2:3][CH:2]1OCCCO.[H-].[Na+].Br[C:15]1[CH:20]=[CH:19][C:18]([Br:21])=[CH:17][N:16]=1.[C:22](O)(=O)[CH2:23][C:24](CC(O)=O)(C(O)=O)[OH:25]. Product: [Br:21][C:18]1[CH:19]=[CH:20][C:15]([O:25][CH2:24][CH2:23][CH2:22][CH:2]2[CH2:3][CH2:4][CH2:5][CH2:6][O:1]2)=[N:16][CH:17]=1. The catalyst class is: 3. (4) Reactant: [CH:1]([C:3]1[CH:4]=[C:5]([CH2:10][C:11]([O:13][CH2:14][C:15]2[CH:20]=[CH:19][CH:18]=[CH:17][CH:16]=2)=[O:12])[CH:6]=[CH:7][C:8]=1[OH:9])=[O:2].Cl[CH2:22][C:23]1[C:24]([CH3:29])=[N:25][O:26][C:27]=1[CH3:28].C([O-])([O-])=O.[K+].[K+].[I-].[K+]. Product: [CH3:29][C:24]1[C:23]([CH2:22][O:9][C:8]2[CH:7]=[CH:6][C:5]([CH2:10][C:11]([O:13][CH2:14][C:15]3[CH:20]=[CH:19][CH:18]=[CH:17][CH:16]=3)=[O:12])=[CH:4][C:3]=2[CH:1]=[O:2])=[C:27]([CH3:28])[O:26][N:25]=1. The catalyst class is: 144.